Dataset: Full USPTO retrosynthesis dataset with 1.9M reactions from patents (1976-2016). Task: Predict the reactants needed to synthesize the given product. (1) The reactants are: [C:1]([BH3-])#[N:2].[Na+].N[C@H:6]1[CH2:15][CH2:14][C:13]2[C:12]([S:16]([NH:19][C:20]3[CH:25]=[C:24]([Cl:26])[CH:23]=[C:22]([Cl:27])[CH:21]=3)(=[O:18])=[O:17])=[CH:11][CH:10]=[C:9]([O:28][CH3:29])[C:8]=2[CH2:7]1.C=O.[C:32](O)(=O)C. Given the product [Cl:27][C:22]1[CH:21]=[C:20]([NH:19][S:16]([C:12]2[C:13]3[CH2:14][CH2:15][C@H:6]([N:2]([CH3:1])[CH3:32])[CH2:7][C:8]=3[C:9]([O:28][CH3:29])=[CH:10][CH:11]=2)(=[O:18])=[O:17])[CH:25]=[C:24]([Cl:26])[CH:23]=1, predict the reactants needed to synthesize it. (2) Given the product [C:1]([Cl:12])(=[O:9])[C:2]1[CH:7]=[CH:6][N:5]=[CH:4][CH:3]=1, predict the reactants needed to synthesize it. The reactants are: [C:1]([OH:9])(=O)[C:2]1[CH:7]=[CH:6][N:5]=[CH:4][CH:3]=1.S(Cl)([Cl:12])=O. (3) Given the product [Cl:1][C:2]1[CH:3]=[N:4][C:5]2[N:6]([N:8]=[C:9]([C:11]([N:28]3[CH2:27][CH2:26][N:25]4[C:21]([C:18]5[CH:19]=[N:20][C:15]([F:14])=[CH:16][CH:17]=5)=[N:22][N:23]=[C:24]4[CH2:29]3)=[O:13])[CH:10]=2)[CH:7]=1, predict the reactants needed to synthesize it. The reactants are: [Cl:1][C:2]1[CH:3]=[N:4][C:5]2[N:6]([N:8]=[C:9]([C:11]([OH:13])=O)[CH:10]=2)[CH:7]=1.[F:14][C:15]1[N:20]=[CH:19][C:18]([C:21]2[N:25]3[CH2:26][CH2:27][NH:28][CH2:29][C:24]3=[N:23][N:22]=2)=[CH:17][CH:16]=1. (4) The reactants are: [CH:1]1([N:4]2[C:8]3[CH:9]=[CH:10][CH:11]=[CH:12][C:7]=3[N:6]([CH2:13][CH2:14][CH2:15][N:16]3[CH2:46][CH2:45][C:19]4([N:23]([C:24]5[CH:29]=[CH:28][CH:27]=[CH:26][CH:25]=5)[CH2:22][N:21]([CH2:30][C:31]5[CH:32]=[C:33]([CH:41]=[CH:42][CH:43]=5)[C:34]([O:36]C(C)(C)C)=[O:35])[C:20]4=[O:44])[CH2:18][CH2:17]3)[C:5]2=[O:47])[CH2:3][CH2:2]1.Cl. Given the product [CH:1]1([N:4]2[C:8]3[CH:9]=[CH:10][CH:11]=[CH:12][C:7]=3[N:6]([CH2:13][CH2:14][CH2:15][N:16]3[CH2:46][CH2:45][C:19]4([N:23]([C:24]5[CH:29]=[CH:28][CH:27]=[CH:26][CH:25]=5)[CH2:22][N:21]([CH2:30][C:31]5[CH:32]=[C:33]([CH:41]=[CH:42][CH:43]=5)[C:34]([OH:36])=[O:35])[C:20]4=[O:44])[CH2:18][CH2:17]3)[C:5]2=[O:47])[CH2:2][CH2:3]1, predict the reactants needed to synthesize it. (5) Given the product [I:1][C:2]1[CH:3]=[C:4]([NH2:27])[C:5]([NH:8][CH2:9][C:10]2[CH:15]=[CH:14][C:13]([O:16][CH2:17][C:18]3[CH:19]=[N:20][C:21]([CH3:24])=[CH:22][CH:23]=3)=[C:12]([O:25][CH3:26])[CH:11]=2)=[N:6][CH:7]=1, predict the reactants needed to synthesize it. The reactants are: [I:1][C:2]1[CH:3]=[C:4]([N+:27]([O-])=O)[C:5]([NH:8][CH2:9][C:10]2[CH:15]=[CH:14][C:13]([O:16][CH2:17][C:18]3[CH:19]=[N:20][C:21]([CH3:24])=[CH:22][CH:23]=3)=[C:12]([O:25][CH3:26])[CH:11]=2)=[N:6][CH:7]=1.